This data is from NCI-60 drug combinations with 297,098 pairs across 59 cell lines. The task is: Regression. Given two drug SMILES strings and cell line genomic features, predict the synergy score measuring deviation from expected non-interaction effect. (1) Drug 1: CC1=C(N=C(N=C1N)C(CC(=O)N)NCC(C(=O)N)N)C(=O)NC(C(C2=CN=CN2)OC3C(C(C(C(O3)CO)O)O)OC4C(C(C(C(O4)CO)O)OC(=O)N)O)C(=O)NC(C)C(C(C)C(=O)NC(C(C)O)C(=O)NCCC5=NC(=CS5)C6=NC(=CS6)C(=O)NCCC[S+](C)C)O. Drug 2: CC(C)NC(=O)C1=CC=C(C=C1)CNNC.Cl. Cell line: MDA-MB-435. Synergy scores: CSS=2.53, Synergy_ZIP=-0.788, Synergy_Bliss=0.374, Synergy_Loewe=3.65, Synergy_HSA=-1.53. (2) Drug 1: C1=C(C(=O)NC(=O)N1)F. Drug 2: CC1C(C(CC(O1)OC2CC(CC3=C2C(=C4C(=C3O)C(=O)C5=C(C4=O)C(=CC=C5)OC)O)(C(=O)CO)O)N)O.Cl. Cell line: PC-3. Synergy scores: CSS=49.2, Synergy_ZIP=-6.70, Synergy_Bliss=-6.18, Synergy_Loewe=-2.57, Synergy_HSA=-0.804. (3) Drug 1: CCC1=C2CN3C(=CC4=C(C3=O)COC(=O)C4(CC)O)C2=NC5=C1C=C(C=C5)O. Drug 2: CC1=C(C(=CC=C1)Cl)NC(=O)C2=CN=C(S2)NC3=CC(=NC(=N3)C)N4CCN(CC4)CCO. Cell line: OVCAR-4. Synergy scores: CSS=9.92, Synergy_ZIP=-7.34, Synergy_Bliss=-8.25, Synergy_Loewe=-7.02, Synergy_HSA=-7.00. (4) Drug 1: CC=C1C(=O)NC(C(=O)OC2CC(=O)NC(C(=O)NC(CSSCCC=C2)C(=O)N1)C(C)C)C(C)C. Drug 2: C1=CN(C=N1)CC(O)(P(=O)(O)O)P(=O)(O)O. Cell line: TK-10. Synergy scores: CSS=34.7, Synergy_ZIP=-5.07, Synergy_Bliss=1.24, Synergy_Loewe=-48.8, Synergy_HSA=2.31. (5) Drug 1: CC12CCC3C(C1CCC2=O)CC(=C)C4=CC(=O)C=CC34C. Drug 2: CCC1(CC2CC(C3=C(CCN(C2)C1)C4=CC=CC=C4N3)(C5=C(C=C6C(=C5)C78CCN9C7C(C=CC9)(C(C(C8N6C)(C(=O)OC)O)OC(=O)C)CC)OC)C(=O)OC)O.OS(=O)(=O)O. Cell line: PC-3. Synergy scores: CSS=60.2, Synergy_ZIP=0.829, Synergy_Bliss=1.26, Synergy_Loewe=4.33, Synergy_HSA=4.57. (6) Drug 1: CC12CCC3C(C1CCC2=O)CC(=C)C4=CC(=O)C=CC34C. Drug 2: C(=O)(N)NO. Cell line: 786-0. Synergy scores: CSS=43.7, Synergy_ZIP=0.462, Synergy_Bliss=-0.0477, Synergy_Loewe=-3.61, Synergy_HSA=-1.41.